Dataset: Reaction yield outcomes from USPTO patents with 853,638 reactions. Task: Predict the reaction yield, written as a fraction of the theoretical maximum amount of product (1.0 means a 100% yield; for example, 0.34 means a 34% yield). (1) The reactants are [C:1]([O:5][C@@H:6]([C:11]1[C:40]([CH3:41])=[C:39]([CH3:42])[C:38]2=[N:43][C:35]3=[CH:36][N:37]2[C:12]=1[N:13]1[CH2:49][CH2:48][C:16]([CH3:50])([O:17][CH2:18][CH:19]=[CH:20][CH2:21][C@H:22]([CH3:47])[O:23][C:24]2[C:25]([F:46])=[CH:26][C:27]([F:45])=[CH:28][C:29]=2[C:30]2[CH:44]=[C:34]3[CH:33]=[CH:32][CH:31]=2)[CH2:15][CH2:14]1)[C:7]([O:9][CH3:10])=[O:8])([CH3:4])([CH3:3])[CH3:2].C(O[C@@H](C1C(C)=CC2=NC3=CN2C=1N1CCC(C)(OCCCC[C@H](C)OC2C=C(F)C=CC=2C2C=C3C=CC=2)CC1)C(OC)=O)(C)(C)C. No catalyst specified. The product is [C:1]([O:5][C@@H:6]([C:11]1[C:40]([CH3:41])=[C:39]([CH3:42])[C:38]2=[N:43][C:35]3=[CH:36][N:37]2[C:12]=1[N:13]1[CH2:14][CH2:15][C:16]([CH3:50])([O:17][CH2:18][CH2:19][CH2:20][CH2:21][C@H:22]([CH3:47])[O:23][C:24]2[C:25]([F:46])=[CH:26][C:27]([F:45])=[CH:28][C:29]=2[C:30]2[CH:44]=[C:34]3[CH:33]=[CH:32][CH:31]=2)[CH2:48][CH2:49]1)[C:7]([O:9][CH3:10])=[O:8])([CH3:4])([CH3:2])[CH3:3]. The yield is 0.850. (2) The reactants are Cl[C:2]1[N:3]=[CH:4][C:5]([C:8]([NH2:10])=[O:9])=[N:6][CH:7]=1.[C:11]([O:15][C:16](=[O:34])[N:17]([CH2:26][C:27]1[CH:32]=[CH:31][C:30]([OH:33])=[CH:29][CH:28]=1)[CH2:18][CH2:19][C:20]1[CH:25]=[CH:24][CH:23]=[CH:22][CH:21]=1)([CH3:14])([CH3:13])[CH3:12].C([O-])([O-])=O.[K+].[K+]. The catalyst is CN(C=O)C. The product is [C:11]([O:15][C:16](=[O:34])[N:17]([CH2:26][C:27]1[CH:32]=[CH:31][C:30]([O:33][C:2]2[CH:7]=[N:6][C:5]([C:8](=[O:9])[NH2:10])=[CH:4][N:3]=2)=[CH:29][CH:28]=1)[CH2:18][CH2:19][C:20]1[CH:25]=[CH:24][CH:23]=[CH:22][CH:21]=1)([CH3:14])([CH3:12])[CH3:13]. The yield is 0.127. (3) The reactants are [C:1]([NH:4][C:5]1[S:6][CH:7]=[C:8]([CH2:10][CH2:11][C:12]2[CH:17]=[CH:16][C:15]([CH2:18][C:19]([OH:21])=O)=[CH:14][CH:13]=2)[N:9]=1)(=[O:3])[CH3:2].C(N1C=CN=C1)(N1C=CN=C1)=O.O.[NH2:35][NH2:36].O. The catalyst is CN(C)C=O. The product is [NH:35]([C:19]([CH2:18][C:15]1[CH:16]=[CH:17][C:12]([CH2:11][CH2:10][C:8]2[N:9]=[C:5]([NH:4][C:1](=[O:3])[CH3:2])[S:6][CH:7]=2)=[CH:13][CH:14]=1)=[O:21])[NH2:36]. The yield is 0.563. (4) The reactants are Br[C:2]1[S:3][CH:4]=[CH:5][C:6]=1[CH3:7].[Li]CCCC.C(O[B:17]1[O:21][C:20]([CH3:23])([CH3:22])[C:19]([CH3:25])([CH3:24])[O:18]1)(C)C. The catalyst is C1COCC1. The product is [CH3:24][C:19]1([CH3:25])[C:20]([CH3:23])([CH3:22])[O:21][B:17]([C:2]2[S:3][CH:4]=[CH:5][C:6]=2[CH3:7])[O:18]1. The yield is 0.530. (5) The reactants are I[CH:2]([CH3:4])[CH3:3].[F:5][C:6]1[CH:7]=[C:8]([OH:16])[CH:9]=[C:10]([F:15])[C:11]=1[N+:12]([O-:14])=[O:13].C([O-])([O-])=O.[K+].[K+].O. The catalyst is CN(C=O)C. The product is [F:5][C:6]1[CH:7]=[C:8]([O:16][CH:2]([CH3:4])[CH3:3])[CH:9]=[C:10]([F:15])[C:11]=1[N+:12]([O-:14])=[O:13]. The yield is 0.420. (6) The reactants are C(OC(=O)C)(=O)C.CS(C)=O.[Cl:12][C:13]1[CH:18]=[CH:17][C:16]([CH:19]([OH:37])[C:20]([NH:29][C:30](=[O:36])[O:31][C:32]([CH3:35])([CH3:34])[CH3:33])([C:22]2[CH:23]=[N:24][C:25]([Cl:28])=[CH:26][CH:27]=2)[CH3:21])=[CH:15][C:14]=1[F:38]. The catalyst is C(OCC)(=O)C. The product is [Cl:12][C:13]1[CH:18]=[CH:17][C:16]([C:19](=[O:37])[C:20]([NH:29][C:30](=[O:36])[O:31][C:32]([CH3:33])([CH3:34])[CH3:35])([C:22]2[CH:23]=[N:24][C:25]([Cl:28])=[CH:26][CH:27]=2)[CH3:21])=[CH:15][C:14]=1[F:38]. The yield is 0.970. (7) The reactants are [CH3:1][O:2][CH2:3][C:4](=[O:25])[CH2:5][S:6]([C:9]1[CH:14]=[CH:13][C:12]([C:15]2[CH:20]=[CH:19][C:18]([C:21]([F:24])([F:23])[F:22])=[CH:17][CH:16]=2)=[CH:11][CH:10]=1)(=[O:8])=[O:7].[BH4-].[Na+].O. The catalyst is C(O)C. The product is [CH3:1][O:2][CH2:3][CH:4]([OH:25])[CH2:5][S:6]([C:9]1[CH:10]=[CH:11][C:12]([C:15]2[CH:20]=[CH:19][C:18]([C:21]([F:22])([F:23])[F:24])=[CH:17][CH:16]=2)=[CH:13][CH:14]=1)(=[O:7])=[O:8]. The yield is 0.960. (8) The reactants are CC[N:3](C1C=CC=CC=1)CC.[C:12]1([CH3:22])[CH:17]=[CH:16][C:15]([S:18](Cl)(=[O:20])=[O:19])=[CH:14][CH:13]=1. The catalyst is C1COCC1. The product is [CH3:22][C:12]1[CH:17]=[CH:16][C:15]([S:18]([NH2:3])(=[O:20])=[O:19])=[CH:14][CH:13]=1. The yield is 0.930. (9) The reactants are [CH3:1][CH:2]1[CH2:6][CH2:5][CH2:4][N:3]1[CH2:7][CH2:8][CH2:9][O:10][C:11]1[CH:16]=[CH:15][C:14]([C:17]2[S:18][C:19]3[CH2:25][CH2:24][CH2:23][CH:22](O)[C:20]=3[N:21]=2)=[CH:13][CH:12]=1.C(N(CC)CC)C.CS(Cl)(=O)=O.[NH:39]1[CH2:44][CH2:43][CH2:42][CH2:41][CH2:40]1. The catalyst is ClCCl. The product is [CH3:1][CH:2]1[CH2:6][CH2:5][CH2:4][N:3]1[CH2:7][CH2:8][CH2:9][O:10][C:11]1[CH:16]=[CH:15][C:14]([C:17]2[S:18][C:19]3[CH2:25][CH2:24][CH2:23][CH:22]([N:39]4[CH2:44][CH2:43][CH2:42][CH2:41][CH2:40]4)[C:20]=3[N:21]=2)=[CH:13][CH:12]=1. The yield is 0.540.